Dataset: Forward reaction prediction with 1.9M reactions from USPTO patents (1976-2016). Task: Predict the product of the given reaction. (1) Given the reactants C([N-:4][CH:5](C)C)(C)C.[Li+].C([Li])CCC.C([NH:17]C(C)C)(C)C.[C:21]([O:26]CC)(=O)[CH:22]([CH3:24])[CH3:23].[Br:29][C:30]1[CH:31]=[CH:32][C:33]([N:36]2[C:40]([C:41]([F:44])([F:43])[F:42])=[CH:39][C:38]([C:45](Cl)=O)=[N:37]2)=[N:34][CH:35]=1, predict the reaction product. The product is: [Br:29][C:30]1[CH:31]=[CH:32][C:33]([N:36]2[C:40]([C:41]([F:44])([F:43])[F:42])=[CH:39][C:38]([C:45]3[C:22]([CH3:23])([CH3:24])[C:21](=[O:26])[N:4]([CH3:5])[N:17]=3)=[N:37]2)=[N:34][CH:35]=1. (2) Given the reactants [Br:1][C:2]1[C:3](C)=[C:4]2[C:8](=[CH:9][CH:10]=1)[NH:7][N:6]=[CH:5]2.S(O[CH2:23][CH:24]1[CH2:29][CH2:28][N:27]([C:30]([O:32][C:33]([CH3:36])([CH3:35])[CH3:34])=[O:31])[CH2:26][CH2:25]1)(C1C=CC(C)=CC=1)(=O)=O.[C:37](=O)([O-])[O-].[Cs+].[Cs+].O, predict the reaction product. The product is: [Br:1][C:2]1[C:10]([CH3:37])=[CH:9][C:8]2[C:4](=[CH:5][N:6]([CH2:23][CH:24]3[CH2:25][CH2:26][N:27]([C:30]([O:32][C:33]([CH3:35])([CH3:34])[CH3:36])=[O:31])[CH2:28][CH2:29]3)[N:7]=2)[CH:3]=1. (3) Given the reactants [CH2:1]([O:3][C:4]([C:6]1[CH:7]=[C:8]([C:19](O)=[O:20])[CH:9]=[C:10]([C:12]2[CH:17]=[CH:16][C:15]([CH3:18])=[CH:14][CH:13]=2)[CH:11]=1)=[O:5])[CH3:2].Cl.CN(C)CCCN=C=NCC.O.ON1C2C=CC=CC=2N=N1.Cl.[OH:46][CH:47]1[CH2:50][NH:49][CH2:48]1.C(N(CC)C(C)C)(C)C, predict the reaction product. The product is: [OH:46][CH:47]1[CH2:50][N:49]([C:19]([C:8]2[CH:7]=[C:6]([C:4]([O:3][CH2:1][CH3:2])=[O:5])[CH:11]=[C:10]([C:12]3[CH:17]=[CH:16][C:15]([CH3:18])=[CH:14][CH:13]=3)[CH:9]=2)=[O:20])[CH2:48]1. (4) Given the reactants [F:1][C:2]1[CH:44]=[CH:43][C:5]([O:6][C@@H:7]([CH2:17][C:18]2[CH:23]=[CH:22][C:21]([O:24][CH2:25][CH2:26][O:27][N:28]=[C:29]([C:31]3[CH:36]=[CH:35][C:34]([C:37]4[CH:42]=[CH:41][CH:40]=[CH:39][N:38]=4)=[CH:33][CH:32]=3)[CH3:30])=[CH:20][CH:19]=2)[C:8]([O:10]CC[Si](C)(C)C)=[O:9])=[CH:4][CH:3]=1.[F-].C([N+](CCCC)(CCCC)CCCC)CCC, predict the reaction product. The product is: [F:1][C:2]1[CH:3]=[CH:4][C:5]([O:6][C@@H:7]([CH2:17][C:18]2[CH:19]=[CH:20][C:21]([O:24][CH2:25][CH2:26][O:27][N:28]=[C:29]([C:31]3[CH:36]=[CH:35][C:34]([C:37]4[CH:42]=[CH:41][CH:40]=[CH:39][N:38]=4)=[CH:33][CH:32]=3)[CH3:30])=[CH:22][CH:23]=2)[C:8]([OH:10])=[O:9])=[CH:43][CH:44]=1. (5) Given the reactants [CH3:1][O:2][CH2:3][CH2:4][NH2:5].O=[C:7]1[CH2:12][CH2:11][N:10]([C:13]([O:15][CH2:16][C:17]2[CH:22]=[CH:21][CH:20]=[CH:19][CH:18]=2)=[O:14])[CH2:9][CH2:8]1.[BH4-].[Na+], predict the reaction product. The product is: [CH3:1][O:2][CH2:3][CH2:4][NH:5][CH:7]1[CH2:12][CH2:11][N:10]([C:13]([O:15][CH2:16][C:17]2[CH:18]=[CH:19][CH:20]=[CH:21][CH:22]=2)=[O:14])[CH2:9][CH2:8]1. (6) Given the reactants [CH3:1][O:2][C:3](=[O:17])[C@@H:4]([O:14][CH2:15][CH3:16])[CH2:5][C:6]1[CH:11]=[CH:10][C:9]([OH:12])=[CH:8][C:7]=1[CH3:13].Cl[CH2:19][C:20]1[N:21]=[C:22]([C:26]2[CH:31]=[CH:30][C:29]([O:32][CH:33]([CH3:35])[CH3:34])=[CH:28][CH:27]=2)[O:23][C:24]=1[CH3:25].C(=O)([O-])[O-].[Cs+].[Cs+].[I-].[K+], predict the reaction product. The product is: [CH3:1][O:2][C:3](=[O:17])[C@@H:4]([O:14][CH2:15][CH3:16])[CH2:5][C:6]1[CH:11]=[CH:10][C:9]([O:12][CH2:19][C:20]2[N:21]=[C:22]([C:26]3[CH:31]=[CH:30][C:29]([O:32][CH:33]([CH3:35])[CH3:34])=[CH:28][CH:27]=3)[O:23][C:24]=2[CH3:25])=[CH:8][C:7]=1[CH3:13]. (7) Given the reactants [O:1]1[CH2:6][CH2:5][N:4]([CH2:7][C:8]([O:10]C)=O)[CH2:3][CH2:2]1.[NH2:12][NH2:13], predict the reaction product. The product is: [N:4]1([CH2:7][C:8]([NH:12][NH2:13])=[O:10])[CH2:5][CH2:6][O:1][CH2:2][CH2:3]1. (8) Given the reactants [F:1]C(F)(S(F)(=O)=O)C(F)(F)C(F)(F)C(F)(F)F.[Br:18][C:19]1[CH:20]=[C:21]([CH:25]2[C:27]3([CH2:32][CH2:31][CH:30](O)[CH2:29][CH2:28]3)[O:26]2)[CH:22]=[CH:23][CH:24]=1.N12CCCN=C1CCCCC2, predict the reaction product. The product is: [Br:18][C:19]1[CH:20]=[C:21]([CH:25]2[C:27]3([CH2:32][CH2:31][CH:30]([F:1])[CH2:29][CH2:28]3)[O:26]2)[CH:22]=[CH:23][CH:24]=1.[Br:18][C:19]1[CH:20]=[C:21]([CH:25]2[C:27]3([CH2:32][CH2:31][CH:30]=[CH:29][CH2:28]3)[O:26]2)[CH:22]=[CH:23][CH:24]=1.